From a dataset of Reaction yield outcomes from USPTO patents with 853,638 reactions. Predict the reaction yield, written as a fraction of the theoretical maximum amount of product (1.0 means a 100% yield; for example, 0.34 means a 34% yield). (1) The reactants are [F:1][C:2]1[CH:3]=[C:4]2[C:9](=[CH:10][CH:11]=1)[N:8]=[C:7]([O:12][CH3:13])[C:6]([NH:14][C:15](=[O:19])OCC)=[N:5]2.[Cl:20][C:21]1[CH:26]=[CH:25][CH:24]=[CH:23][C:22]=1[N:27]1[CH2:32][CH2:31][NH:30][CH2:29][CH2:28]1. No catalyst specified. The product is [F:1][C:2]1[CH:3]=[C:4]2[C:9](=[CH:10][CH:11]=1)[N:8]=[C:7]([O:12][CH3:13])[C:6]([NH:14][C:15]([N:30]1[CH2:29][CH2:28][N:27]([C:22]3[CH:23]=[CH:24][CH:25]=[CH:26][C:21]=3[Cl:20])[CH2:32][CH2:31]1)=[O:19])=[N:5]2. The yield is 0.870. (2) The reactants are [CH3:1][C:2]([C:5]1[CH:26]=[CH:25][C:8]2[CH:9]=[C:10]([C:20]([O:22]CC)=[O:21])[CH:11]([C:13]([F:19])([F:18])[C:14]([F:17])([F:16])[F:15])[O:12][C:7]=2[CH:6]=1)([CH3:4])[CH3:3].[OH-].[Na+]. The catalyst is C1COCC1.C(O)C. The product is [CH3:4][C:2]([C:5]1[CH:26]=[CH:25][C:8]2[CH:9]=[C:10]([C:20]([OH:22])=[O:21])[CH:11]([C:13]([F:18])([F:19])[C:14]([F:17])([F:16])[F:15])[O:12][C:7]=2[CH:6]=1)([CH3:1])[CH3:3]. The yield is 0.520. (3) The reactants are [NH2:1][C:2]1[CH:19]=[CH:18][C:5]([O:6][C@@H:7]2[CH2:12][CH2:11][C@H:10]([C:13]([O:15][CH2:16][CH3:17])=[O:14])[CH2:9][CH2:8]2)=[C:4]([F:20])[C:3]=1[NH:21][C:22]([C:24]1[O:25][C:26]([NH:29][C:30]2[CH:35]=[CH:34][C:33]([F:36])=[CH:32][CH:31]=2)=[N:27][N:28]=1)=O.C(O)(=O)C. The catalyst is C(#N)C. The product is [F:20][C:4]1[C:3]2[NH:21][C:22]([C:24]3[O:25][C:26]([NH:29][C:30]4[CH:35]=[CH:34][C:33]([F:36])=[CH:32][CH:31]=4)=[N:27][N:28]=3)=[N:1][C:2]=2[CH:19]=[CH:18][C:5]=1[O:6][C@@H:7]1[CH2:12][CH2:11][C@H:10]([C:13]([O:15][CH2:16][CH3:17])=[O:14])[CH2:9][CH2:8]1. The yield is 0.410. (4) The reactants are [N:1]1[CH:6]=[CH:5][CH:4]=[CH:3][C:2]=1[S:7][S:8][CH2:9][CH2:10][CH2:11][C:12]([OH:14])=[O:13].[S:15](Cl)(=[O:18])(=[O:17])[OH:16].C(N(C(C)C)C(C)C)C.C([O-])([O-])=O.[Na+].[Na+].OP(O)(O)=O. No catalyst specified. The product is [N:1]1[CH:6]=[CH:5][CH:4]=[CH:3][C:2]=1[S:7][S:8][CH2:9][CH2:10][CH:11]([S:15]([OH:18])(=[O:17])=[O:16])[C:12]([OH:14])=[O:13]. The yield is 0.441.